Dataset: Reaction yield outcomes from USPTO patents with 853,638 reactions. Task: Predict the reaction yield, written as a fraction of the theoretical maximum amount of product (1.0 means a 100% yield; for example, 0.34 means a 34% yield). (1) The reactants are [CH2:1]([N:3]1[CH2:8][CH2:7][NH:6][CH2:5][CH2:4]1)[CH3:2].O=[C:10]1[CH2:15][CH2:14][N:13]([C:16]([O:18][C:19]([CH3:22])([CH3:21])[CH3:20])=[O:17])[CH2:12][CH2:11]1.C(O)(=O)C.C(O[BH3-])(=O)C.[Na+].[OH-].[Na+]. The catalyst is C(O)C. The product is [CH2:1]([N:3]1[CH2:8][CH2:7][N:6]([CH:10]2[CH2:15][CH2:14][N:13]([C:16]([O:18][C:19]([CH3:22])([CH3:21])[CH3:20])=[O:17])[CH2:12][CH2:11]2)[CH2:5][CH2:4]1)[CH3:2]. The yield is 0.530. (2) The reactants are [Cl:1][C:2]1[CH:8]=[CH:7][C:5]([NH2:6])=[C:4]([F:9])[CH:3]=1.[Li]CCCC.Cl[Si](C)(C)CC[Si](Cl)(C)C.Cl[C:26]([O:28][CH2:29][C:30]1[CH:35]=[CH:34][CH:33]=[CH:32][CH:31]=1)=[O:27]. The catalyst is C1COCC1. The product is [NH2:6][C:5]1[C:4]([F:9])=[C:3]([C:2]([Cl:1])=[CH:8][CH:7]=1)[C:26]([O:28][CH2:29][C:30]1[CH:35]=[CH:34][CH:33]=[CH:32][CH:31]=1)=[O:27]. The yield is 0.450. (3) The reactants are [CH3:1][N:2]1[C:6]([NH:7][C:8](=[O:12])[CH:9]([CH3:11])[CH3:10])=[CH:5][C:4]([C:13]2[CH:14]=[N:15][CH:16]=[CH:17][CH:18]=2)=[N:3]1.[H-].[Na+].I[CH2:22][CH3:23].O. The catalyst is CN(C=O)C.C(OCC)(=O)C. The product is [CH2:22]([N:7]([C:6]1[N:2]([CH3:1])[N:3]=[C:4]([C:13]2[CH:14]=[N:15][CH:16]=[CH:17][CH:18]=2)[CH:5]=1)[C:8](=[O:12])[CH:9]([CH3:11])[CH3:10])[CH3:23]. The yield is 0.300. (4) The reactants are [CH2:1]([O:3][C:4]1[CH:5]=[C:6]([CH:9]=[CH:10][C:11]=1[O:12][CH3:13])[CH:7]=[O:8])[CH3:2].[N+:14]([O-])([OH:16])=[O:15]. The catalyst is C(OCC)C. The product is [CH2:1]([O:3][C:4]1[CH:5]=[C:6]([CH:9]=[C:10]([N+:14]([O-:16])=[O:15])[C:11]=1[O:12][CH3:13])[CH:7]=[O:8])[CH3:2]. The yield is 0.780. (5) The yield is 0.440. The reactants are Cl.[CH3:2][O:3][C:4](=[O:30])[C@@H:5]([NH:8][C:9]([C:11]1[C:12]([CH3:29])=[N:13][C:14]([NH:18][CH2:19][CH2:20][CH2:21][C:22]2[CH:27]=[CH:26][CH:25]=[C:24]([OH:28])[CH:23]=2)=[N:15][C:16]=1[CH3:17])=[O:10])[CH2:6][NH2:7].[N:31]1[CH:36]=[CH:35][N:34]=[CH:33][C:32]=1[C:37](O)=[O:38].C(N(CC)CC)C.CN(C(ON1N=NC2C=CC=CC1=2)=[N+](C)C)C.F[P-](F)(F)(F)(F)F.C1C=CC2N(O)N=NC=2C=1. The product is [CH3:2][O:3][C:4](=[O:30])[C@@H:5]([NH:8][C:9]([C:11]1[C:12]([CH3:29])=[N:13][C:14]([NH:18][CH2:19][CH2:20][CH2:21][C:22]2[CH:27]=[CH:26][CH:25]=[C:24]([OH:28])[CH:23]=2)=[N:15][C:16]=1[CH3:17])=[O:10])[CH2:6][NH:7][C:37]([C:32]1[CH:33]=[N:34][CH:35]=[CH:36][N:31]=1)=[O:38]. The catalyst is CN(C=O)C.[Cl-].[Na+].O. (6) The reactants are Br[C:2]1[CH:16]=[CH:15][C:5]([CH2:6][NH:7][C:8](=[O:14])[O:9][C:10]([CH3:13])([CH3:12])[CH3:11])=[C:4]([F:17])[CH:3]=1.[B:18]1([B:18]2[O:22][C:21]([CH3:24])([CH3:23])[C:20]([CH3:26])([CH3:25])[O:19]2)[O:22][C:21]([CH3:24])([CH3:23])[C:20]([CH3:26])([CH3:25])[O:19]1.C([O-])(=O)C.[K+]. The catalyst is C1C=CC(P(C2C=CC=CC=2)[C-]2C=CC=C2)=CC=1.C1C=CC(P(C2C=CC=CC=2)[C-]2C=CC=C2)=CC=1.Cl[Pd]Cl.[Fe+2].CN1C(=O)CCC1. The product is [C:10]([O:9][C:8](=[O:14])[NH:7][CH2:6][C:5]1[CH:15]=[CH:16][C:2]([B:18]2[O:22][C:21]([CH3:24])([CH3:23])[C:20]([CH3:26])([CH3:25])[O:19]2)=[CH:3][C:4]=1[F:17])([CH3:13])([CH3:12])[CH3:11]. The yield is 1.00. (7) The reactants are Br[C:2]1[S:3][CH:4]=[C:5]([CH2:7][O:8][Si:9]([C:12]([CH3:15])([CH3:14])[CH3:13])([CH3:11])[CH3:10])[N:6]=1.C([Li])CCC.[F:21][C:22]1([F:29])[CH2:27][CH2:26][C:25](=[O:28])[CH2:24][CH2:23]1. The catalyst is C1COCC1. The product is [Si:9]([O:8][CH2:7][C:5]1[N:6]=[C:2]([C:25]2([OH:28])[CH2:26][CH2:27][C:22]([F:29])([F:21])[CH2:23][CH2:24]2)[S:3][CH:4]=1)([C:12]([CH3:15])([CH3:14])[CH3:13])([CH3:11])[CH3:10]. The yield is 0.490.